Dataset: Reaction yield outcomes from USPTO patents with 853,638 reactions. Task: Predict the reaction yield, written as a fraction of the theoretical maximum amount of product (1.0 means a 100% yield; for example, 0.34 means a 34% yield). (1) The yield is 1.00. The catalyst is C1(C)C=CC=CC=1.C(OCC)(=O)C. The reactants are [CH2:1]([O:8][CH2:9][CH2:10][C@H:11]([OH:14])[CH2:12][OH:13])[C:2]1[CH:7]=[CH:6][CH:5]=[CH:4][CH:3]=1.C(N(CC)CC)C.[C:22](Cl)([C:35]1[CH:40]=[CH:39][CH:38]=[CH:37][CH:36]=1)([C:29]1[CH:34]=[CH:33][CH:32]=[CH:31][CH:30]=1)[C:23]1[CH:28]=[CH:27][CH:26]=[CH:25][CH:24]=1. The product is [CH2:1]([O:8][CH2:9][CH2:10][C@H:11]([OH:14])[CH2:12][O:13][C:22]([C:23]1[CH:28]=[CH:27][CH:26]=[CH:25][CH:24]=1)([C:35]1[CH:36]=[CH:37][CH:38]=[CH:39][CH:40]=1)[C:29]1[CH:30]=[CH:31][CH:32]=[CH:33][CH:34]=1)[C:2]1[CH:7]=[CH:6][CH:5]=[CH:4][CH:3]=1. (2) The reactants are [CH3:1][C:2]1[C:16](=[O:17])[N:15]=[C:14]2[N:4]([C@@H:5]3[O:9][C@H:8]([CH2:10][OH:11])[C@@H:7]([OH:12])[C@@H:6]3[O:13]2)[CH:3]=1.[CH3:18][O:19][CH2:20][CH2:21][O:22]B([O:22][CH2:21][CH2:20][O:19][CH3:18])[O:22][CH2:21][CH2:20][O:19][CH3:18]. The catalyst is COCCO. The product is [CH3:18][O:19][CH2:20][CH2:21][O:22][C@@H:6]1[C@H:7]([OH:12])[C@@H:8]([CH2:10][OH:11])[O:9][C@H:5]1[N:4]1[CH:3]=[C:2]([CH3:1])[C:16](=[O:17])[NH:15][C:14]1=[O:13]. The yield is 0.630.